This data is from Full USPTO retrosynthesis dataset with 1.9M reactions from patents (1976-2016). The task is: Predict the reactants needed to synthesize the given product. Given the product [CH2:32]([CH:39]1[CH2:43][N:42]([CH:44]2[CH2:49][CH2:48][N:47]([C:52]([NH:1][C@@H:2]3[N:8]=[C:7]([C:9]4[CH:10]=[CH:11][CH:12]=[CH:13][CH:14]=4)[C:6]4[CH:15]=[CH:16][CH:17]=[CH:18][C:5]=4[N:4]([CH2:19][C:20]([F:21])([F:23])[F:22])[C:3]3=[O:24])=[O:51])[CH2:46][CH2:45]2)[C:41](=[O:50])[NH:40]1)[C:33]1[CH:34]=[CH:35][CH:36]=[CH:37][CH:38]=1, predict the reactants needed to synthesize it. The reactants are: [NH2:1][C@@H:2]1[N:8]=[C:7]([C:9]2[CH:14]=[CH:13][CH:12]=[CH:11][CH:10]=2)[C:6]2[CH:15]=[CH:16][CH:17]=[CH:18][C:5]=2[N:4]([CH2:19][C:20]([F:23])([F:22])[F:21])[C:3]1=[O:24].C(N(CC)CC)C.[CH2:32]([CH:39]1[CH2:43][N:42]([CH:44]2[CH2:49][CH2:48][NH:47][CH2:46][CH2:45]2)[C:41](=[O:50])[NH:40]1)[C:33]1[CH:38]=[CH:37][CH:36]=[CH:35][CH:34]=1.[O:51]1CCC[CH2:52]1.